This data is from Forward reaction prediction with 1.9M reactions from USPTO patents (1976-2016). The task is: Predict the product of the given reaction. (1) Given the reactants [F:1][C@:2]1([CH3:18])[C@H:6]([OH:7])[C@@H:5]([CH2:8][OH:9])[O:4][C@H:3]1[N:10]1[CH:17]=[CH:16][C:14](=[O:15])[NH:13][C:11]1=[O:12].N1C=CN=C1.[C:24]([Si:28](Cl)([CH3:30])[CH3:29])([CH3:27])([CH3:26])[CH3:25], predict the reaction product. The product is: [Si:28]([CH:8]([OH:9])[C@H:5]1[O:4][C@@H:3]([N:10]2[CH:17]=[CH:16][C:14](=[O:15])[NH:13][C:11]2=[O:12])[C@@:2]([F:1])([CH3:18])[C@@H:6]1[OH:7])([C:24]([CH3:27])([CH3:26])[CH3:25])([CH3:30])[CH3:29]. (2) Given the reactants [F:1][C:2]1[CH:3]=[CH:4][C:5]([N+:17]([O-:19])=[O:18])=[C:6](B2OC(C)(C)C(C)(C)O2)[CH:7]=1.[F:20][C:21]([F:40])([F:39])[C:22]1[CH:23]=[C:24]([CH:36]=[CH:37][CH:38]=1)[CH2:25][NH:26][C:27](=[O:35])[C:28]1[CH:33]=[CH:32][N:31]=[C:30](Cl)[CH:29]=1.CC(C1C=C(C(C)C)C(C2C=CC=CC=2P(C2CCCCC2)C2CCCCC2)=C(C(C)C)C=1)C.[O-]P([O-])([O-])=O.[K+].[K+].[K+], predict the reaction product. The product is: [F:39][C:21]([F:20])([F:40])[C:22]1[CH:23]=[C:24]([CH:36]=[CH:37][CH:38]=1)[CH2:25][NH:26][C:27](=[O:35])[C:28]1[CH:29]=[CH:30][N:31]=[C:32]([C:6]2[CH:7]=[C:2]([F:1])[CH:3]=[CH:4][C:5]=2[N+:17]([O-:19])=[O:18])[CH:33]=1. (3) Given the reactants [Br:1][C:2]1[CH:3]=[C:4]2[C:9](=[CH:10][CH:11]=1)[N:8]=[CH:7][C:6]([NH2:12])=[C:5]2[NH:13][C:14]1[C:15]([O:20][CH3:21])=[N:16][CH:17]=[CH:18][CH:19]=1.[C:22](Cl)(=O)[O:23]C(Cl)(Cl)Cl, predict the reaction product. The product is: [Br:1][C:2]1[CH:11]=[CH:10][C:9]2[N:8]=[CH:7][C:6]3[NH:12][C:22](=[O:23])[N:13]([C:14]4[C:15]([O:20][CH3:21])=[N:16][CH:17]=[CH:18][CH:19]=4)[C:5]=3[C:4]=2[CH:3]=1. (4) The product is: [CH2:1]([O:8][C:9]1[C:10]([Cl:20])=[CH:11][C:12]([S:25][CH2:24][CH2:23][Si:22]([CH3:27])([CH3:26])[CH3:21])=[C:13]2[C:18]=1[N:17]=[CH:16][CH:15]=[CH:14]2)[C:2]1[CH:7]=[CH:6][CH:5]=[CH:4][CH:3]=1. Given the reactants [CH2:1]([O:8][C:9]1[C:10]([Cl:20])=[CH:11][C:12](Br)=[C:13]2[C:18]=1[N:17]=[CH:16][CH:15]=[CH:14]2)[C:2]1[CH:7]=[CH:6][CH:5]=[CH:4][CH:3]=1.[CH3:21][Si:22]([CH3:27])([CH3:26])[CH2:23][CH2:24][SH:25], predict the reaction product. (5) Given the reactants [N:1]1[C:5]2[CH:6]=[CH:7][CH:8]=[CH:9][C:4]=2[NH:3][CH:2]=1.[C:10]([O:13][CH2:14][CH2:15][CH2:16]Br)(=[O:12])[CH3:11].C(N(CC)CC)C.[I-].[Na+], predict the reaction product. The product is: [C:10]([O:13][CH2:14][CH2:15][CH2:16][N:1]1[C:5]2[CH:6]=[CH:7][CH:8]=[CH:9][C:4]=2[N:3]=[CH:2]1)(=[O:12])[CH3:11]. (6) Given the reactants [F:1][C:2]([F:29])([F:28])[C:3]1[CH:4]=[C:5]([CH:21]=[C:22]([C:24]([F:27])([F:26])[F:25])[CH:23]=1)[CH2:6][N:7]1[CH2:14][CH2:13][CH2:12][O:11][C:10]2[N:15]=[CH:16][CH:17]=[C:18](I)[C:9]=2[C:8]1=[O:20].[CH3:30][C:31]1[CH:36]=[CH:35][CH:34]=[CH:33][C:32]=1B(O)O, predict the reaction product. The product is: [F:1][C:2]([F:29])([F:28])[C:3]1[CH:4]=[C:5]([CH:21]=[C:22]([C:24]([F:27])([F:26])[F:25])[CH:23]=1)[CH2:6][N:7]1[CH2:14][CH2:13][CH2:12][O:11][C:10]2[N:15]=[CH:16][CH:17]=[C:18]([C:32]3[CH:33]=[CH:34][CH:35]=[CH:36][C:31]=3[CH3:30])[C:9]=2[C:8]1=[O:20]. (7) Given the reactants [CH2:1]([O:8][C:9]1[C:14]([NH2:15])=[C:13]([Cl:16])[N:12]=[C:11]([S:17][CH3:18])[N:10]=1)[C:2]1[CH:7]=[CH:6][CH:5]=[CH:4][CH:3]=1.[Li]CCCC.[S:24](Cl)([C:27]1[CH:33]=[CH:32][C:30]([CH3:31])=[CH:29][CH:28]=1)(=[O:26])=[O:25], predict the reaction product. The product is: [CH2:1]([O:8][C:9]1[C:14]([NH:15][S:24]([C:27]2[CH:33]=[CH:32][C:30]([CH3:31])=[CH:29][CH:28]=2)(=[O:26])=[O:25])=[C:13]([Cl:16])[N:12]=[C:11]([S:17][CH3:18])[N:10]=1)[C:2]1[CH:3]=[CH:4][CH:5]=[CH:6][CH:7]=1.